Dataset: Reaction yield outcomes from USPTO patents with 853,638 reactions. Task: Predict the reaction yield, written as a fraction of the theoretical maximum amount of product (1.0 means a 100% yield; for example, 0.34 means a 34% yield). (1) The reactants are CCN(C(C)C)C(C)C.[CH3:10][O:11][C:12]1[CH:13]=[CH:14][CH:15]=[C:16]2[C:21]=1[O:20][C:19](=[O:22])[C:18]([C:23]([OH:25])=O)=[CH:17]2.CN(C(ON1N=NC2C=CC=NC1=2)=[N+](C)C)C.F[P-](F)(F)(F)(F)F.[O:50]1[C:54]2[CH:55]=[CH:56][C:57]([C:59]3[CH:60]=[C:61]([NH2:65])[CH:62]=[CH:63][CH:64]=3)=[CH:58][C:53]=2[O:52][CH2:51]1. The catalyst is CN(C=O)C. The product is [O:50]1[C:54]2[CH:55]=[CH:56][C:57]([C:59]3[CH:60]=[C:61]([NH:65][C:23]([C:18]4[C:19](=[O:22])[O:20][C:21]5[C:16]([CH:17]=4)=[CH:15][CH:14]=[CH:13][C:12]=5[O:11][CH3:10])=[O:25])[CH:62]=[CH:63][CH:64]=3)=[CH:58][C:53]=2[O:52][CH2:51]1. The yield is 0.770. (2) The reactants are [F:1][C:2]1([CH2:15][OH:16])[CH2:7][CH2:6][N:5]([C:8]([O:10][C:11]([CH3:14])([CH3:13])[CH3:12])=[O:9])[CH2:4][CH2:3]1.C(N(CC)CC)C.[CH3:24][S:25](Cl)(=[O:27])=[O:26].C([O-])(O)=O.[Na+]. The catalyst is ClCCl. The product is [F:1][C:2]1([CH2:15][O:16][S:25]([CH3:24])(=[O:27])=[O:26])[CH2:3][CH2:4][N:5]([C:8]([O:10][C:11]([CH3:12])([CH3:13])[CH3:14])=[O:9])[CH2:6][CH2:7]1. The yield is 0.922. (3) The reactants are [Cl:1][C:2]1[CH:7]=[C:6]([Cl:8])[N:5]=[C:4]([S:9]([CH3:12])(=O)=O)[N:3]=1.[F:13][C:14]1[CH:29]=[CH:28][CH:27]=[C:26]([F:30])[C:15]=1[C:16]([NH:18][C:19]1[CH:24]=[CH:23]C(S)=[CH:21][CH:20]=1)=[O:17]. The catalyst is C(O)(C)(C)C. The product is [F:13][C:14]1[CH:29]=[CH:28][CH:27]=[C:26]([F:30])[C:15]=1[C:16]([NH:18][C:19]1[CH:20]=[CH:21][C:12]([S:9][C:4]2[N:3]=[C:2]([Cl:1])[CH:7]=[C:6]([Cl:8])[N:5]=2)=[CH:23][CH:24]=1)=[O:17]. The yield is 0.350. (4) The reactants are S(=O)(=O)(O)O.[NH2:6][C:7]1[CH:15]=[CH:14][C:10]([C:11](O)=[O:12])=[CH:9][N:8]=1.C([O-])([O-])=O.[Na+].[Na+].[H-].[Al+3].[Li+].[H-].[H-].[H-].[OH-].[Na+]. The catalyst is C(O)C.O. The product is [NH2:6][C:7]1[N:8]=[CH:9][C:10]([CH2:11][OH:12])=[CH:14][CH:15]=1. The yield is 0.720.